This data is from Forward reaction prediction with 1.9M reactions from USPTO patents (1976-2016). The task is: Predict the product of the given reaction. (1) The product is: [OH:18][C:12](=[C:4]1[C:2](=[O:3])[C:1]2([CH3:11])[C:8]([CH3:10])([CH3:9])[CH:5]1[CH2:6][CH2:7]2)[C:13]([OH:15])=[O:14]. Given the reactants [C:1]12([CH3:11])[C:8]([CH3:10])([CH3:9])[CH:5]([CH2:6][CH2:7]1)[CH2:4][C:2]2=[O:3].[C:12](OCC)(=[O:18])[C:13]([O:15]CC)=[O:14].[H-].[Na+], predict the reaction product. (2) Given the reactants [Br:1]Br.[F:3][C:4]1[CH:9]=[C:8]([I:10])[CH:7]=[CH:6][C:5]=1[C:11](=[O:13])[CH3:12], predict the reaction product. The product is: [Br:1][CH2:12][C:11]([C:5]1[CH:6]=[CH:7][C:8]([I:10])=[CH:9][C:4]=1[F:3])=[O:13]. (3) The product is: [CH2:11]([O:8][C:5]1[CH:6]=[CH:7][C:2]([Br:1])=[N:3][CH:4]=1)[C:12]1[CH:17]=[CH:16][CH:15]=[CH:14][CH:13]=1. Given the reactants [Br:1][C:2]1[CH:7]=[CH:6][C:5]([OH:8])=[CH:4][N:3]=1.[H-].[Na+].[CH2:11](Br)[C:12]1[CH:17]=[CH:16][CH:15]=[CH:14][CH:13]=1.O, predict the reaction product.